From a dataset of Full USPTO retrosynthesis dataset with 1.9M reactions from patents (1976-2016). Predict the reactants needed to synthesize the given product. (1) Given the product [CH3:15][N:12]1[CH2:13][CH2:14][N:9]([C:5]2[CH:4]=[CH:3][C:2]([B:16]3[O:20][C:19]([CH3:22])([CH3:21])[C:18]([CH3:24])([CH3:23])[O:17]3)=[CH:8][C:6]=2[NH2:7])[CH2:10][CH2:11]1, predict the reactants needed to synthesize it. The reactants are: Br[C:2]1[CH:3]=[CH:4][C:5]([N:9]2[CH2:14][CH2:13][N:12]([CH3:15])[CH2:11][CH2:10]2)=[C:6]([CH:8]=1)[NH2:7].[B:16]1([B:16]2[O:20][C:19]([CH3:22])([CH3:21])[C:18]([CH3:24])([CH3:23])[O:17]2)[O:20][C:19]([CH3:22])([CH3:21])[C:18]([CH3:24])([CH3:23])[O:17]1.CC([O-])=O.[K+].C(Cl)Cl. (2) The reactants are: C(OC(=O)[NH:10][CH:11]1[CH2:16][CH2:15][N:14]([CH2:17][C:18]2[C:26]([CH3:27])=[CH:25][C:24]([CH3:28])=[C:23]3[C:19]=2[CH:20]=[CH:21][N:22]3S(C2C=CC(C)=CC=2)(=O)=O)[CH:13]([C:39]2[CH:44]=[CH:43][CH:42]=[CH:41][CH:40]=2)[CH2:12]1)C1C=CC=CC=1.[OH-].[K+].O. Given the product [CH3:27][C:26]1[C:18]([CH2:17][N:14]2[CH2:15][CH2:16][CH:11]([NH2:10])[CH2:12][CH:13]2[C:39]2[CH:40]=[CH:41][CH:42]=[CH:43][CH:44]=2)=[C:19]2[C:23](=[C:24]([CH3:28])[CH:25]=1)[NH:22][CH:21]=[CH:20]2, predict the reactants needed to synthesize it. (3) Given the product [C:23]([NH:27][C:20]([C:11]1[CH:10]=[C:9]([C:6]2[CH:5]=[CH:4][C:3]([C:1]#[N:2])=[CH:8][N:7]=2)[N:13]([C:14]2[CH:15]=[N:16][CH:17]=[CH:18][CH:19]=2)[N:12]=1)=[O:22])([CH3:26])([CH3:25])[CH3:24], predict the reactants needed to synthesize it. The reactants are: [C:1]([C:3]1[CH:4]=[CH:5][C:6]([C:9]2[N:13]([C:14]3[CH:15]=[N:16][CH:17]=[CH:18][CH:19]=3)[N:12]=[C:11]([C:20]([OH:22])=O)[CH:10]=2)=[N:7][CH:8]=1)#[N:2].[C:23]([NH2:27])([CH3:26])([CH3:25])[CH3:24]. (4) Given the product [F:34][C:2]([F:33])([F:1])[S:3]([O:6][C:7]1[CH:8]=[C:9]([O:31][CH3:32])[C:10]([C:13]2[N:14]=[N:15][C:16]([N:19]([CH3:30])[CH:20]3[CH2:21][C:22]([CH3:28])([CH3:29])[NH:23][C:24]([CH3:26])([CH3:27])[CH2:25]3)=[CH:17][CH:18]=2)=[C:11]([OH:37])[CH:12]=1)(=[O:4])=[O:5], predict the reactants needed to synthesize it. The reactants are: [F:1][C:2]([F:34])([F:33])[S:3]([O:6][C:7]1[CH:12]=[CH:11][C:10]([C:13]2[N:14]=[N:15][C:16]([N:19]([CH3:30])[CH:20]3[CH2:25][C:24]([CH3:27])([CH3:26])[NH:23][C:22]([CH3:29])([CH3:28])[CH2:21]3)=[CH:17][CH:18]=2)=[C:9]([O:31][CH3:32])[CH:8]=1)(=[O:5])=[O:4].C(O)(=[O:37])C.C(O)(=O)C.IC1C=CC=CC=1.C(O)(=O)C.C(OC(=O)C)(=O)C. (5) Given the product [NH2:23][C:15]1[CH:14]=[C:13]([C:11]([N:1]2[C:10]3[C:5](=[CH:6][CH:7]=[CH:8][CH:9]=3)[CH2:4][CH2:3][CH2:2]2)=[O:12])[CH:22]=[CH:21][C:16]=1[C:17]([O:19][CH3:20])=[O:18], predict the reactants needed to synthesize it. The reactants are: [N:1]1([C:11]([C:13]2[CH:22]=[CH:21][C:16]([C:17]([O:19][CH3:20])=[O:18])=[C:15]([N+:23]([O-])=O)[CH:14]=2)=[O:12])[C:10]2[C:5](=[CH:6][CH:7]=[CH:8][CH:9]=2)[CH2:4][CH2:3][CH2:2]1. (6) Given the product [CH3:12][CH2:3][O:2][C:24]([CH3:25])=[O:42].[CH3:1][OH:2].[NH4+:9].[OH-:2], predict the reactants needed to synthesize it. The reactants are: [CH3:1][O:2][C:3]1C=C2C(=C[C:12]=1C=O)[N:9](C)C(=O)C(C)(C)C2.C(N([CH2:24][CH3:25])CC)C.Cl.Cl.N[C@H]1CCCN[C@H]1C1C=CC=CC=1.C[OH:42].